Dataset: NCI-60 drug combinations with 297,098 pairs across 59 cell lines. Task: Regression. Given two drug SMILES strings and cell line genomic features, predict the synergy score measuring deviation from expected non-interaction effect. (1) Drug 1: CCC1=CC2CC(C3=C(CN(C2)C1)C4=CC=CC=C4N3)(C5=C(C=C6C(=C5)C78CCN9C7C(C=CC9)(C(C(C8N6C)(C(=O)OC)O)OC(=O)C)CC)OC)C(=O)OC.C(C(C(=O)O)O)(C(=O)O)O. Drug 2: CC1C(C(CC(O1)OC2CC(CC3=C2C(=C4C(=C3O)C(=O)C5=C(C4=O)C(=CC=C5)OC)O)(C(=O)CO)O)N)O.Cl. Cell line: NCI-H322M. Synergy scores: CSS=33.5, Synergy_ZIP=0.781, Synergy_Bliss=1.24, Synergy_Loewe=1.56, Synergy_HSA=2.68. (2) Drug 1: C(=O)(N)NO. Drug 2: COCCOC1=C(C=C2C(=C1)C(=NC=N2)NC3=CC=CC(=C3)C#C)OCCOC.Cl. Cell line: MOLT-4. Synergy scores: CSS=9.23, Synergy_ZIP=-2.22, Synergy_Bliss=-1.73, Synergy_Loewe=-2.24, Synergy_HSA=-2.65.